Regression/Classification. Given a drug SMILES string, predict its toxicity properties. Task type varies by dataset: regression for continuous values (e.g., LD50, hERG inhibition percentage) or binary classification for toxic/non-toxic outcomes (e.g., AMES mutagenicity, cardiotoxicity, hepatotoxicity). Dataset: herg_karim. From a dataset of hERG potassium channel inhibition data for cardiac toxicity prediction from Karim et al.. (1) The molecule is Cc1csc(Cn2c([C@@H]3CCCN(C4CCCCC4)C3)nc3ccccc32)n1. The result is 1 (blocker). (2) The drug is C[C@H](Oc1cccc2ncnc(Nc3ccc(OCc4ccccn4)c(Cl)c3)c12)C(=O)N(C)CCO. The result is 0 (non-blocker). (3) The molecule is NC1=N[C@@]2(CO1)c1cc(-c3cccnc3F)ccc1Oc1c2cc(C2=COCCC2)nc1F. The result is 0 (non-blocker). (4) The drug is CN1CC[C@H](N(C)C(=O)N2CC(c3cc(F)ccc3F)=C[C@@]2(CO)c2ccccc2)[C@H](F)C1. The result is 0 (non-blocker). (5) The molecule is COCCCOc1cc(C(=O)N(C[C@@H]2CNC[C@H]2OC(=O)NCc2ccccc2)C(C)C)ccc1OC. The result is 0 (non-blocker).